Dataset: Experimental lipophilicity measurements (octanol/water distribution) for 4,200 compounds from AstraZeneca. Task: Regression/Classification. Given a drug SMILES string, predict its absorption, distribution, metabolism, or excretion properties. Task type varies by dataset: regression for continuous measurements (e.g., permeability, clearance, half-life) or binary classification for categorical outcomes (e.g., BBB penetration, CYP inhibition). For this dataset (lipophilicity_astrazeneca), we predict Y. (1) The molecule is Cc1occc(=O)c1OCc1ccccc1. The Y is 1.87 logD. (2) The molecule is COc1ccc(CNCc2ccc(-c3cc(C(N)=O)c(NC(N)=O)s3)cc2)cc1. The Y is 2.55 logD. (3) The compound is COc1ccc(F)c(F)c1C(=O)c1cnc(NC2CCN(S(C)(=O)=O)CC2)nc1N. The Y is 2.08 logD. (4) The molecule is Cc1cn([C@H]2CCCN(Cc3ccc(C(=O)O)c(Oc4cccc(Br)c4)c3)C2)c(=O)[nH]c1=O. The Y is -0.510 logD.